From a dataset of Reaction yield outcomes from USPTO patents with 853,638 reactions. Predict the reaction yield, written as a fraction of the theoretical maximum amount of product (1.0 means a 100% yield; for example, 0.34 means a 34% yield). (1) The reactants are [NH2:1][C:2]1[CH:9]=[C:8]([O:10][CH2:11][C:12]2[CH:17]=[CH:16][CH:15]=[CH:14][CH:13]=2)[C:7]([O:18][CH3:19])=[CH:6][C:3]=1[C:4]#[N:5].CO[CH:22](OC)[N:23]([CH3:25])[CH3:24]. The catalyst is C1(C)C=CC=CC=1. The product is [CH2:11]([O:10][C:8]1[C:7]([O:18][CH3:19])=[CH:6][C:3]([C:4]#[N:5])=[C:2]([N:1]=[CH:22][N:23]([CH3:25])[CH3:24])[CH:9]=1)[C:12]1[CH:13]=[CH:14][CH:15]=[CH:16][CH:17]=1. The yield is 0.900. (2) The reactants are [CH3:1][CH:2]1[CH2:6][CH2:5][CH2:4][N:3]1[C:7]1[N:12]=[C:11]([NH:13][C:14]2[C:15]3[N:16]([CH:27]=[CH:28][N:29]=3)[N:17]=[C:18]([C:20]3[CH:21]=[C:22]([OH:26])[CH:23]=[CH:24][CH:25]=3)[CH:19]=2)[CH:10]=[CH:9][CH:8]=1.C([O-])([O-])=O.[K+].[K+].CS(O[CH2:41][CH2:42][N:43]1[CH2:48][CH2:47][N:46]([C:49]([O:51][C:52]([CH3:55])([CH3:54])[CH3:53])=[O:50])[CH2:45][CH2:44]1)(=O)=O.O. The catalyst is CN(C=O)C. The product is [C:52]([O:51][C:49]([N:46]1[CH2:47][CH2:48][N:43]([CH2:42][CH2:41][O:26][C:22]2[CH:23]=[CH:24][CH:25]=[C:20]([C:18]3[CH:19]=[C:14]([NH:13][C:11]4[CH:10]=[CH:9][CH:8]=[C:7]([N:3]5[CH2:4][CH2:5][CH2:6][CH:2]5[CH3:1])[N:12]=4)[C:15]4[N:16]([CH:27]=[CH:28][N:29]=4)[N:17]=3)[CH:21]=2)[CH2:44][CH2:45]1)=[O:50])([CH3:55])([CH3:54])[CH3:53]. The yield is 0.330.